From a dataset of Catalyst prediction with 721,799 reactions and 888 catalyst types from USPTO. Predict which catalyst facilitates the given reaction. Reactant: [CH3:1][N:2]([CH3:11])[C:3]([C@H:5]1[CH2:10][CH2:9][CH2:8][NH:7][CH2:6]1)=[O:4].C(N(C(C)C)CC)(C)C.[CH2:21](Br)[C:22]1[CH:27]=[CH:26][CH:25]=[CH:24][CH:23]=1. Product: [CH3:1][N:2]([CH3:11])[C:3]([C@H:5]1[CH2:10][CH2:9][CH2:8][N:7]([CH2:21][C:22]2[CH:27]=[CH:26][CH:25]=[CH:24][CH:23]=2)[CH2:6]1)=[O:4]. The catalyst class is: 4.